This data is from Full USPTO retrosynthesis dataset with 1.9M reactions from patents (1976-2016). The task is: Predict the reactants needed to synthesize the given product. Given the product [CH:3]1([CH2:2][N:26]2[CH2:25][CH2:24][N:23]([C:16]([O:18][C:19]([CH3:22])([CH3:21])[CH3:20])=[O:17])[CH2:28][CH2:27]2)[CH2:6][CH2:5][CH2:4]1, predict the reactants needed to synthesize it. The reactants are: Br[CH2:2][CH:3]1[CH2:6][CH2:5][CH2:4]1.CCN(C(C)C)C(C)C.[C:16]([N:23]1[CH2:28][CH2:27][NH:26][CH2:25][CH2:24]1)([O:18][C:19]([CH3:22])([CH3:21])[CH3:20])=[O:17].